This data is from NCI-60 drug combinations with 297,098 pairs across 59 cell lines. The task is: Regression. Given two drug SMILES strings and cell line genomic features, predict the synergy score measuring deviation from expected non-interaction effect. (1) Drug 1: COC1=CC(=CC(=C1O)OC)C2C3C(COC3=O)C(C4=CC5=C(C=C24)OCO5)OC6C(C(C7C(O6)COC(O7)C8=CC=CS8)O)O. Drug 2: COC1=C2C(=CC3=C1OC=C3)C=CC(=O)O2. Cell line: SK-MEL-2. Synergy scores: CSS=44.4, Synergy_ZIP=-0.613, Synergy_Bliss=-1.28, Synergy_Loewe=-38.6, Synergy_HSA=-1.59. (2) Synergy scores: CSS=36.4, Synergy_ZIP=-3.51, Synergy_Bliss=0.924, Synergy_Loewe=-7.49, Synergy_HSA=3.66. Drug 1: CC1=C(C=C(C=C1)NC2=NC=CC(=N2)N(C)C3=CC4=NN(C(=C4C=C3)C)C)S(=O)(=O)N.Cl. Cell line: K-562. Drug 2: CCC1=C2CN3C(=CC4=C(C3=O)COC(=O)C4(CC)O)C2=NC5=C1C=C(C=C5)O. (3) Drug 1: COC1=CC(=CC(=C1O)OC)C2C3C(COC3=O)C(C4=CC5=C(C=C24)OCO5)OC6C(C(C7C(O6)COC(O7)C8=CC=CS8)O)O. Drug 2: CN1C2=C(C=C(C=C2)N(CCCl)CCCl)N=C1CCCC(=O)O.Cl. Cell line: K-562. Synergy scores: CSS=50.3, Synergy_ZIP=2.34, Synergy_Bliss=7.08, Synergy_Loewe=-20.7, Synergy_HSA=8.17. (4) Drug 1: CN(C)N=NC1=C(NC=N1)C(=O)N. Drug 2: C1=CC(=CC=C1C#N)C(C2=CC=C(C=C2)C#N)N3C=NC=N3. Cell line: T-47D. Synergy scores: CSS=-2.26, Synergy_ZIP=-0.473, Synergy_Bliss=-2.91, Synergy_Loewe=-4.01, Synergy_HSA=-3.75. (5) Drug 1: C1CCC(C1)C(CC#N)N2C=C(C=N2)C3=C4C=CNC4=NC=N3. Drug 2: C1=CC=C(C(=C1)C(C2=CC=C(C=C2)Cl)C(Cl)Cl)Cl. Cell line: HCT116. Synergy scores: CSS=15.0, Synergy_ZIP=-1.46, Synergy_Bliss=5.97, Synergy_Loewe=4.34, Synergy_HSA=4.36. (6) Drug 1: C1=NC2=C(N1)C(=S)N=C(N2)N. Drug 2: CC1=C(N=C(N=C1N)C(CC(=O)N)NCC(C(=O)N)N)C(=O)NC(C(C2=CN=CN2)OC3C(C(C(C(O3)CO)O)O)OC4C(C(C(C(O4)CO)O)OC(=O)N)O)C(=O)NC(C)C(C(C)C(=O)NC(C(C)O)C(=O)NCCC5=NC(=CS5)C6=NC(=CS6)C(=O)NCCC[S+](C)C)O. Cell line: DU-145. Synergy scores: CSS=32.1, Synergy_ZIP=-2.23, Synergy_Bliss=-1.42, Synergy_Loewe=-0.403, Synergy_HSA=0.471. (7) Drug 1: CC1C(C(CC(O1)OC2CC(CC3=C2C(=C4C(=C3O)C(=O)C5=C(C4=O)C(=CC=C5)OC)O)(C(=O)CO)O)N)O.Cl. Drug 2: CN(C)C1=NC(=NC(=N1)N(C)C)N(C)C. Cell line: SN12C. Synergy scores: CSS=3.03, Synergy_ZIP=0.121, Synergy_Bliss=1.38, Synergy_Loewe=1.21, Synergy_HSA=0.751. (8) Drug 1: CS(=O)(=O)CCNCC1=CC=C(O1)C2=CC3=C(C=C2)N=CN=C3NC4=CC(=C(C=C4)OCC5=CC(=CC=C5)F)Cl. Drug 2: CN(C(=O)NC(C=O)C(C(C(CO)O)O)O)N=O. Cell line: OVCAR-5. Synergy scores: CSS=1.31, Synergy_ZIP=-1.43, Synergy_Bliss=-2.77, Synergy_Loewe=-5.97, Synergy_HSA=-3.61. (9) Drug 1: CN1CCC(CC1)COC2=C(C=C3C(=C2)N=CN=C3NC4=C(C=C(C=C4)Br)F)OC. Drug 2: C1=NC2=C(N1)C(=S)N=CN2. Cell line: DU-145. Synergy scores: CSS=15.9, Synergy_ZIP=-13.5, Synergy_Bliss=-14.8, Synergy_Loewe=-21.5, Synergy_HSA=-12.7.